Dataset: Catalyst prediction with 721,799 reactions and 888 catalyst types from USPTO. Task: Predict which catalyst facilitates the given reaction. (1) Reactant: O1CCCC1.[NH3:6].Cl[C:8]1[C:9]2[C:16]([I:17])=[CH:15][N:14]([C@H:18]3[CH2:22][CH2:21][N:20]([C:23]([O:25][C:26]([CH3:29])([CH3:28])[CH3:27])=[O:24])[CH2:19]3)[C:10]=2[N:11]=[CH:12][N:13]=1.C(Cl)(Cl)Cl. Product: [NH2:6][C:8]1[C:9]2[C:16]([I:17])=[CH:15][N:14]([C@H:18]3[CH2:22][CH2:21][N:20]([C:23]([O:25][C:26]([CH3:29])([CH3:28])[CH3:27])=[O:24])[CH2:19]3)[C:10]=2[N:11]=[CH:12][N:13]=1. The catalyst class is: 6. (2) Reactant: C(O)(C(F)(F)F)=O.[C:8]([NH:11][CH2:12][C@H:13]1[O:18][CH2:17][CH2:16][N:15](C(OC(C)(C)C)=O)[CH2:14]1)(=[O:10])[CH3:9]. Product: [NH:15]1[CH2:16][CH2:17][O:18][C@H:13]([CH2:12][NH:11][C:8](=[O:10])[CH3:9])[CH2:14]1. The catalyst class is: 4. (3) Reactant: [C:1]1([CH2:7][CH2:8][C:9]2[O:13][N:12]=[C:11]([C:14]([OH:16])=O)[CH:10]=2)[CH:6]=[CH:5][CH:4]=[CH:3][CH:2]=1.Cl.[O:18]1[CH2:22][CH2:21][CH:20]([CH2:23][NH2:24])[CH2:19]1.C(N(CC)CC)C.ON1C2C=CC=CC=2N=N1.Cl.C(N=C=NCCCN(C)C)C. Product: [O:18]1[CH2:22][CH2:21][CH:20]([CH2:23][NH:24][C:14]([C:11]2[CH:10]=[C:9]([CH2:8][CH2:7][C:1]3[CH:2]=[CH:3][CH:4]=[CH:5][CH:6]=3)[O:13][N:12]=2)=[O:16])[CH2:19]1. The catalyst class is: 22. (4) Reactant: F[C:2]1[CH:11]=[CH:10][CH:9]=[CH:8][C:3]=1[C:4]([O:6][CH3:7])=[O:5].[CH2:12]([N:19]1[CH2:24][CH2:23][NH:22][CH2:21][CH2:20]1)[C:13]1[CH:18]=[CH:17][CH:16]=[CH:15][CH:14]=1.C([O-])([O-])=O.[K+].[K+]. Product: [CH2:12]([N:19]1[CH2:24][CH2:23][N:22]([C:2]2[CH:11]=[CH:10][CH:9]=[CH:8][C:3]=2[C:4]([O:6][CH3:7])=[O:5])[CH2:21][CH2:20]1)[C:13]1[CH:14]=[CH:15][CH:16]=[CH:17][CH:18]=1. The catalyst class is: 173. (5) Reactant: [N+](CP(=O)([O:8][CH2:9][CH3:10])OCC)#[C-].C([Li])CCC.[Br:17][C:18]1[CH:23]=[CH:22][C:21]([CH:24]2[CH2:27]C(=O)[CH2:25]2)=[CH:20][CH:19]=1.Cl. Product: [Br:17][C:18]1[CH:23]=[CH:22][C:21]([C@H:24]2[CH2:27][C@H:10]([CH:9]=[O:8])[CH2:25]2)=[CH:20][CH:19]=1. The catalyst class is: 28.